Dataset: Drug-target binding data from BindingDB using Ki measurements. Task: Regression. Given a target protein amino acid sequence and a drug SMILES string, predict the binding affinity score between them. We predict pKi (pKi = -log10(Ki in M); higher means stronger inhibition). Dataset: bindingdb_ki. (1) The drug is Cc1cn([C@H]2C[C@H](N=[N+]=[N-])[C@@H](CO)O2)c(=O)[nH]c1=O. The target protein sequence is MYETYHSGWIECITGSMFSGKSEELIRRLRRGIYAKQKVVVFKPAIDDRYHKEKVVSHNGNAIEAINISKASEIMTHDLTNVDVIGIDEVQFFDDEIVSIVEKLSADGHRVIVAGLDMDFRGEPFEPMPKLMAVSEQVTKLQAVCAVCGSSSSRTQRLINGKPAKIDDPIILVGANESYEPRCRAHHIVAPSDNNKEEL. The pKi is 3.0. (2) The small molecule is Cc1cccc(NC(=O)NC2N=C(N3CC4CCC(CC4)C3)c3ccccc3N(C)C2=O)c1. The target protein (P01356) has sequence MNGGLCLCVLMAVLAAGTLAQPVPPADSAVPGAQEEEAHRRQLRAVQKVDGESRAHLGALLARYIQQARKAPSGRVSMIKNLQSLDPSHRISDRDYMGWMDFGRRSAEEYEYTS. The pKi is 9.7.